From a dataset of NCI-60 drug combinations with 297,098 pairs across 59 cell lines. Regression. Given two drug SMILES strings and cell line genomic features, predict the synergy score measuring deviation from expected non-interaction effect. (1) Drug 2: CC1C(C(CC(O1)OC2CC(CC3=C2C(=C4C(=C3O)C(=O)C5=C(C4=O)C(=CC=C5)OC)O)(C(=O)CO)O)N)O.Cl. Cell line: SR. Synergy scores: CSS=44.6, Synergy_ZIP=-17.2, Synergy_Bliss=-29.3, Synergy_Loewe=-23.9, Synergy_HSA=-22.3. Drug 1: CC(CN1CC(=O)NC(=O)C1)N2CC(=O)NC(=O)C2. (2) Drug 1: CCCCC(=O)OCC(=O)C1(CC(C2=C(C1)C(=C3C(=C2O)C(=O)C4=C(C3=O)C=CC=C4OC)O)OC5CC(C(C(O5)C)O)NC(=O)C(F)(F)F)O. Drug 2: CN(CCCl)CCCl.Cl. Cell line: NCI/ADR-RES. Synergy scores: CSS=47.5, Synergy_ZIP=-4.04, Synergy_Bliss=-2.59, Synergy_Loewe=2.09, Synergy_HSA=2.88. (3) Drug 1: CC(CN1CC(=O)NC(=O)C1)N2CC(=O)NC(=O)C2. Drug 2: CN1C(=O)N2C=NC(=C2N=N1)C(=O)N. Cell line: SW-620. Synergy scores: CSS=37.7, Synergy_ZIP=-8.35, Synergy_Bliss=0.918, Synergy_Loewe=-1.01, Synergy_HSA=1.75. (4) Drug 1: C1=C(C(=O)NC(=O)N1)F. Drug 2: C1=CN(C=N1)CC(O)(P(=O)(O)O)P(=O)(O)O. Cell line: CAKI-1. Synergy scores: CSS=27.0, Synergy_ZIP=8.03, Synergy_Bliss=6.42, Synergy_Loewe=9.72, Synergy_HSA=10.2.